From a dataset of Reaction yield outcomes from USPTO patents with 853,638 reactions. Predict the reaction yield, written as a fraction of the theoretical maximum amount of product (1.0 means a 100% yield; for example, 0.34 means a 34% yield). (1) The reactants are [CH2:1]([C:5]1[N:6]([CH2:29][C:30]2[CH:35]=[CH:34][CH:33]=[CH:32][C:31]=2[Cl:36])[C:7]([CH2:10][C:11]([CH2:22][C:23]2[CH:28]=[CH:27][CH:26]=[CH:25][CH:24]=2)(C(OCC)=O)[C:12]([O:14]CC)=[O:13])=[CH:8][N:9]=1)[CH2:2][CH2:3][CH3:4].[OH-].[K+].O. The catalyst is C(O)C. The product is [CH2:1]([C:5]1[N:6]([CH2:29][C:30]2[CH:35]=[CH:34][CH:33]=[CH:32][C:31]=2[Cl:36])[C:7]([CH2:10][CH:11]([CH2:22][C:23]2[CH:28]=[CH:27][CH:26]=[CH:25][CH:24]=2)[C:12]([OH:14])=[O:13])=[CH:8][N:9]=1)[CH2:2][CH2:3][CH3:4]. The yield is 0.860. (2) The reactants are [CH3:1][N:2]([CH3:11])[C:3]1[CH:10]=[CH:9][C:6]([CH:7]=O)=[CH:5][CH:4]=1.[N+:12]([C:15]1C=CC=CC=1)([O-:14])=[O:13].CN. The catalyst is CO. The product is [CH3:1][N:2]([CH3:11])[C:3]1[CH:10]=[CH:9][C:6]([CH:7]=[CH:15][N+:12]([O-:14])=[O:13])=[CH:5][CH:4]=1. The yield is 0.411. (3) The reactants are Br[C:2]1[C:3]([Cl:19])=[CH:4][C:5]2[O:11][CH2:10][CH2:9][N:8]3[CH:12]=[C:13]([C:15]([NH2:17])=[O:16])[N:14]=[C:7]3[C:6]=2[CH:18]=1.[CH3:20][C:21]1[O:25][N:24]=[C:23]([C:26]([OH:30])([C:28]#[CH:29])[CH3:27])[CH:22]=1. No catalyst specified. The product is [Cl:19][C:3]1[C:2]([C:29]#[C:28][C:26]([OH:30])([C:23]2[CH:22]=[C:21]([CH3:20])[O:25][N:24]=2)[CH3:27])=[CH:18][C:6]2[C:7]3[N:8]([CH:12]=[C:13]([C:15]([NH2:17])=[O:16])[N:14]=3)[CH2:9][CH2:10][O:11][C:5]=2[CH:4]=1. The yield is 0.320.